From a dataset of TCR-epitope binding with 47,182 pairs between 192 epitopes and 23,139 TCRs. Binary Classification. Given a T-cell receptor sequence (or CDR3 region) and an epitope sequence, predict whether binding occurs between them. (1) The epitope is GILGFVFTL. The TCR CDR3 sequence is CSVGQGTGKQETQYF. Result: 0 (the TCR does not bind to the epitope). (2) Result: 1 (the TCR binds to the epitope). The epitope is FSKQLQQSM. The TCR CDR3 sequence is CATPEGAGYTF.